This data is from Forward reaction prediction with 1.9M reactions from USPTO patents (1976-2016). The task is: Predict the product of the given reaction. (1) Given the reactants S(Cl)([Cl:3])=O.O[CH2:6][C:7]1[CH:8]=[N:9][CH:10]=[C:11]([CH:14]=1)[C:12]#[N:13].C([O-])(O)=O.[Na+], predict the reaction product. The product is: [Cl:3][CH2:6][C:7]1[CH:8]=[N:9][CH:10]=[C:11]([CH:14]=1)[C:12]#[N:13]. (2) Given the reactants [Cl:1][C:2]1[CH:3]=[C:4]([NH:9][C:10]2[C:19]3[C:14](=[CH:15][C:16]([O:23][CH2:24][CH2:25][CH2:26]OS(C)(=O)=O)=[C:17]([N+:20]([O-:22])=[O:21])[CH:18]=3)[N:13]=[CH:12][N:11]=2)[CH:5]=[CH:6][C:7]=1[F:8].[N:32]1([CH:38]2[CH2:42][O:41][C:40](=[O:43])[CH2:39]2)[CH2:37][CH2:36][NH:35][CH2:34][CH2:33]1.FC(F)(F)C(O)=O.[I-].[Na+].C(=O)([O-])[O-].[K+].[K+], predict the reaction product. The product is: [Cl:1][C:2]1[CH:3]=[C:4]([NH:9][C:10]2[C:19]3[C:14](=[CH:15][C:16]([O:23][CH2:24][CH2:25][CH2:26][N:35]4[CH2:34][CH2:33][N:32]([CH:38]5[CH2:42][O:41][C:40](=[O:43])[CH2:39]5)[CH2:37][CH2:36]4)=[C:17]([N+:20]([O-:22])=[O:21])[CH:18]=3)[N:13]=[CH:12][N:11]=2)[CH:5]=[CH:6][C:7]=1[F:8]. (3) Given the reactants [Cl:1][C:2]1[CH:3]=[CH:4][C:5]([O:19][CH3:20])=[C:6]([C:8]2[N:12]([CH2:13][CH2:14][CH:15]([CH3:17])[CH3:16])[N:11]=[CH:10][C:9]=2[NH2:18])[CH:7]=1.[N:21]1[N:25]2[CH:26]=[CH:27][CH:28]=[N:29][C:24]2=[C:23]([C:30](O)=[O:31])[CH:22]=1.F[P-](F)(F)(F)(F)F.N1(O[P+](N2CCCC2)(N2CCCC2)N2CCCC2)C2N=CC=CC=2N=N1.C(N(CC)C(C)C)(C)C, predict the reaction product. The product is: [Cl:1][C:2]1[CH:3]=[CH:4][C:5]([O:19][CH3:20])=[C:6]([C:8]2[N:12]([CH2:13][CH2:14][CH:15]([CH3:17])[CH3:16])[N:11]=[CH:10][C:9]=2[NH:18][C:30]([C:23]2[CH:22]=[N:21][N:25]3[CH:26]=[CH:27][CH:28]=[N:29][C:24]=23)=[O:31])[CH:7]=1.